From a dataset of Full USPTO retrosynthesis dataset with 1.9M reactions from patents (1976-2016). Predict the reactants needed to synthesize the given product. (1) Given the product [ClH:31].[F:1][C:2]1[CH:3]=[CH:4][CH:5]=[C:6]2[C:11]=1[C:10]([NH:12][C@H:13]1[CH2:17][CH2:16][NH:15][CH2:14]1)=[N:9][C:8]([C:25]1[NH:29][C:28](=[O:30])[NH:27][N:26]=1)=[CH:7]2, predict the reactants needed to synthesize it. The reactants are: [F:1][C:2]1[CH:3]=[CH:4][CH:5]=[C:6]2[C:11]=1[C:10]([NH:12][C@H:13]1[CH2:17][CH2:16][N:15](C(OC(C)(C)C)=O)[CH2:14]1)=[N:9][C:8]([C:25]1[NH:29][C:28](=[O:30])[NH:27][N:26]=1)=[CH:7]2.[ClH:31]. (2) Given the product [Cl:1][C:2]1[CH:7]=[CH:6][CH:5]=[C:4]([Cl:8])[C:3]=1[C:13]#[C:12][CH2:11][CH2:10][OH:14], predict the reactants needed to synthesize it. The reactants are: [Cl:1][C:2]1[CH:7]=[CH:6][CH:5]=[C:4]([Cl:8])[C:3]=1I.[CH2:10]([OH:14])[CH2:11][C:12]#[CH:13]. (3) Given the product [F:2][C:3]1[CH:16]=[CH:15][C:6]2[N:7](/[C:13](/[CH3:14])=[CH:12]\[S:11][CH3:8])[C:17](=[O:18])[N:9]([CH3:10])[C:5]=2[CH:4]=1, predict the reactants needed to synthesize it. The reactants are: [I-].[F:2][C:3]1[CH:16]=[CH:15][C:6]2[N:7]3[C:13]([CH3:14])=[CH:12][S:11][C:8]3=[N+:9]([CH3:10])[C:5]=2[CH:4]=1.[CH3:17][O-:18].[Na+]. (4) Given the product [C:18]1([CH2:17][C:16]([NH:6][C:5]2[CH:7]=[CH:8][C:9]([C:10]3[O:14][CH:13]=[N:12][CH:11]=3)=[C:3]([O:2][CH3:1])[CH:4]=2)=[CH2:15])[CH:23]=[CH:22][CH:21]=[CH:20][CH:19]=1, predict the reactants needed to synthesize it. The reactants are: [CH3:1][O:2][C:3]1[CH:4]=[C:5]([CH:7]=[CH:8][C:9]=1[C:10]1[O:14][CH:13]=[N:12][CH:11]=1)[NH2:6].[CH:15](=O)/[CH:16]=[CH:17]/[C:18]1[CH:23]=[CH:22][CH:21]=[CH:20][CH:19]=1. (5) Given the product [C:1]1([C:7]2[C:16]([N:17]3[CH2:22][CH2:21][N:20]([C:23]4[CH:28]=[CH:27][CH:26]=[CH:25][N:24]=4)[CH2:19][CH2:18]3)=[N:15][C:14]3[C:9](=[CH:10][CH:11]=[C:12]([C:29]([OH:31])=[O:30])[CH:13]=3)[N:8]=2)[CH:2]=[CH:3][CH:4]=[CH:5][CH:6]=1, predict the reactants needed to synthesize it. The reactants are: [C:1]1([C:7]2[C:16]([N:17]3[CH2:22][CH2:21][N:20]([C:23]4[CH:28]=[CH:27][CH:26]=[CH:25][N:24]=4)[CH2:19][CH2:18]3)=[N:15][C:14]3[C:9](=[CH:10][CH:11]=[C:12]([C:29]([O:31]C)=[O:30])[CH:13]=3)[N:8]=2)[CH:6]=[CH:5][CH:4]=[CH:3][CH:2]=1.[OH-].[Na+].Cl. (6) The reactants are: C(=O)([O-])[O-].[Cs+].[Cs+].[Br:7][C:8]1[CH:9]=[C:10]2[C:15](=[CH:16][CH:17]=1)[N:14]=[C:13]([OH:18])[N:12]=[CH:11]2.C(O)(C)(C)C.C1(C)C=CC=CC=1.CC(=O)CC.[C:36]([CH:40]1[CH2:45][CH2:44][CH:43](OS(C)(=O)=O)[CH2:42][CH2:41]1)([CH3:39])([CH3:38])[CH3:37]. Given the product [Br:7][C:8]1[CH:9]=[C:10]2[C:15](=[CH:16][CH:17]=1)[N:14]=[C:13]([O:18][CH:43]1[CH2:44][CH2:45][CH:40]([C:36]([CH3:39])([CH3:38])[CH3:37])[CH2:41][CH2:42]1)[N:12]=[CH:11]2, predict the reactants needed to synthesize it.